From a dataset of M1 muscarinic receptor antagonist screen with 61,756 compounds. Binary Classification. Given a drug SMILES string, predict its activity (active/inactive) in a high-throughput screening assay against a specified biological target. (1) The compound is n1(nc(cc1C)C)c1nc(nc(n1)C)NC. The result is 0 (inactive). (2) The result is 0 (inactive). The molecule is Clc1c2nc(sc2ccc1)N1CCOCC1. (3) The molecule is Clc1ccc(c2oc(nn2)COC(=O)c2ccc(OCc3c(onc3C)C)cc2)cc1. The result is 0 (inactive).